From a dataset of Catalyst prediction with 721,799 reactions and 888 catalyst types from USPTO. Predict which catalyst facilitates the given reaction. (1) Reactant: [Br:1][C:2]1[CH:3]=[C:4]2[C:9](=[CH:10][CH:11]=1)[C:8](=[O:12])[NH:7][C:6](=[O:13])/[C:5]/2=[CH:14]/OC.[NH2:17][CH2:18][C:19]1[CH:20]=[N:21][CH:22]=[CH:23][CH:24]=1.C(OCC)C. Product: [Br:1][C:2]1[CH:3]=[C:4]2[C:9](=[CH:10][CH:11]=1)[C:8](=[O:12])[NH:7][C:6](=[O:13])/[C:5]/2=[CH:14]\[NH:17][CH2:18][C:19]1[CH:20]=[N:21][CH:22]=[CH:23][CH:24]=1. The catalyst class is: 3. (2) Reactant: [Br:1][C:2]1[CH:3]=[C:4]2[C:8](=[CH:9][CH:10]=1)[N:7]([CH:11]1[CH2:16][CH2:15][N:14]([C:17]([O:19][C:20]([CH3:23])([CH3:22])[CH3:21])=[O:18])[CH2:13][CH2:12]1)[CH2:6][CH2:5]2.ClC1C(=O)C(C#N)=C(C#N)C(=O)C=1Cl.C(OCC)(=O)C. Product: [Br:1][C:2]1[CH:3]=[C:4]2[C:8](=[CH:9][CH:10]=1)[N:7]([CH:11]1[CH2:16][CH2:15][N:14]([C:17]([O:19][C:20]([CH3:23])([CH3:22])[CH3:21])=[O:18])[CH2:13][CH2:12]1)[CH:6]=[CH:5]2. The catalyst class is: 1. (3) Reactant: [CH2:1]([O:3][C:4]([C:6]1[CH:11]=[CH:10][C:9]([CH:12]([NH:14][NH:15][C:16]([O:18]C(C)(C)C)=O)[CH3:13])=[CH:8][CH:7]=1)=[O:5])[CH3:2].C(O)(C(F)(F)F)=O.C(Cl)Cl.C(Cl)(=O)[C:34]1[CH:39]=[CH:38][CH:37]=[CH:36][CH:35]=1.C(C1C=C(C)C=C(C(C)(C)C)N=1)(C)(C)C. Product: [C:16]([NH:15][NH:14][C@@H:12]([C:9]1[CH:8]=[CH:7][C:6]([C:4]([O:3][CH2:1][CH3:2])=[O:5])=[CH:11][CH:10]=1)[CH3:13])(=[O:18])[C:34]1[CH:39]=[CH:38][CH:37]=[CH:36][CH:35]=1. The catalyst class is: 2. (4) Reactant: [C:1]([C:3]1[C:7]([CH2:8][C:9]2[CH:14]=[CH:13][CH:12]=[CH:11][C:10]=2[S:15]([N:18]2[CH2:22][CH2:21][CH2:20][CH2:19]2)(=[O:17])=[O:16])=[C:6]([CH3:23])[N:5]([CH2:24][C:25]([O:27]CC)=[O:26])[C:4]=1[CH:30]1[CH2:34][CH2:33][CH2:32][CH2:31]1)#[N:2].O.[OH-].[Li+].O. Product: [C:1]([C:3]1[C:7]([CH2:8][C:9]2[CH:14]=[CH:13][CH:12]=[CH:11][C:10]=2[S:15]([N:18]2[CH2:19][CH2:20][CH2:21][CH2:22]2)(=[O:17])=[O:16])=[C:6]([CH3:23])[N:5]([CH2:24][C:25]([OH:27])=[O:26])[C:4]=1[CH:30]1[CH2:31][CH2:32][CH2:33][CH2:34]1)#[N:2]. The catalyst class is: 83. (5) Reactant: C(O[BH-](OC(=O)C)OC(=O)C)(=O)C.[Na+].C(O)(=O)C.[Cl:19][C:20]1[CH:39]=[C:38]([Cl:40])[CH:37]=[CH:36][C:21]=1[CH2:22][N:23]1[C:27]2[CH:28]=[C:29]([CH:33]=O)[CH:30]=[C:31]([CH3:32])[C:26]=2[N:25]=[C:24]1[CH3:35].[NH2:41][C:42]1[CH:50]=[CH:49][CH:48]=[CH:47][C:43]=1[C:44]([OH:46])=[O:45]. Product: [Cl:19][C:20]1[CH:39]=[C:38]([Cl:40])[CH:37]=[CH:36][C:21]=1[CH2:22][N:23]1[C:27]2[CH:28]=[C:29]([CH2:33][NH:41][C:42]3[CH:50]=[CH:49][CH:48]=[CH:47][C:43]=3[C:44]([OH:46])=[O:45])[CH:30]=[C:31]([CH3:32])[C:26]=2[N:25]=[C:24]1[CH3:35]. The catalyst class is: 571. (6) Reactant: [CH3:1][C:2]1[C:10]2[C:9]([OH:11])=[N:8][CH:7]=[N:6][C:5]=2[S:4][CH:3]=1.[Cl:12]Cl. Product: [Cl:12][C:3]1[S:4][C:5]2[N:6]=[CH:7][N:8]=[C:9]([OH:11])[C:10]=2[C:2]=1[CH3:1]. The catalyst class is: 15. (7) Reactant: C(OC([N:8]1[CH2:13][CH2:12][CH:11]([N:14]2[C@H:18]([C:19]3[CH:23]=[CH:22][S:21][CH:20]=3)[CH2:17][O:16][C:15]2=[O:24])[CH2:10][CH2:9]1)=O)(C)(C)C.C(O)(C(F)(F)F)=O. Product: [NH:8]1[CH2:9][CH2:10][CH:11]([N:14]2[C@H:18]([C:19]3[CH:23]=[CH:22][S:21][CH:20]=3)[CH2:17][O:16][C:15]2=[O:24])[CH2:12][CH2:13]1. The catalyst class is: 2. (8) The catalyst class is: 77. Product: [CH3:15][C:14]([CH3:17])([CH3:16])[C@H:13]([NH:18][C:19](=[O:25])[O:20][C:21]([CH3:24])([CH3:23])[CH3:22])[C:11]1[NH:12][C:8]([C:5]2[CH:6]=[CH:7][C:2]([B:34]3[O:35][C:36]([CH3:38])([CH3:37])[C:32]([CH3:48])([CH3:31])[O:33]3)=[CH:3][CH:4]=2)=[CH:9][N:10]=1. Reactant: Br[C:2]1[CH:7]=[CH:6][C:5]([C:8]2[NH:12][C:11]([C@@H:13]([NH:18][C:19](=[O:25])[O:20][C:21]([CH3:24])([CH3:23])[CH3:22])[C:14]([CH3:17])([CH3:16])[CH3:15])=[N:10][CH:9]=2)=[CH:4][CH:3]=1.CC([O-])=O.[K+].[CH3:31][C:32]1([CH3:48])[C:36]([CH3:38])([CH3:37])[O:35][B:34]([B:34]2[O:35][C:36]([CH3:38])([CH3:37])[C:32]([CH3:48])([CH3:31])[O:33]2)[O:33]1. (9) Reactant: N1CCCCC1.[Br:7][C:8]1[CH:9]=[C:10]([C:13]#[CH:14])[S:11][CH:12]=1.I[C:16]1[CH:29]=[CH:28][C:19]([O:20][CH2:21][CH2:22][N:23]2[CH2:27][CH2:26][CH2:25][CH2:24]2)=[CH:18][CH:17]=1. Product: [Br:7][C:8]1[CH:9]=[C:10]([C:13]#[C:14][C:16]2[CH:29]=[CH:28][C:19]([O:20][CH2:21][CH2:22][N:23]3[CH2:27][CH2:26][CH2:25][CH2:24]3)=[CH:18][CH:17]=2)[S:11][CH:12]=1. The catalyst class is: 356. (10) Reactant: CON(C)[C:4](=[O:14])[CH2:5][NH:6][C:7](=[O:13])[O:8][C:9]([CH3:12])([CH3:11])[CH3:10].[CH:16]1([Mg]Cl)[CH2:21][CH2:20][CH2:19][CH2:18][CH2:17]1. Product: [CH:16]1([C:4](=[O:14])[CH2:5][NH:6][C:7](=[O:13])[O:8][C:9]([CH3:10])([CH3:11])[CH3:12])[CH2:21][CH2:20][CH2:19][CH2:18][CH2:17]1. The catalyst class is: 1.